From a dataset of Full USPTO retrosynthesis dataset with 1.9M reactions from patents (1976-2016). Predict the reactants needed to synthesize the given product. (1) Given the product [CH3:1][O:2][C:3]1[CH:4]=[C:5]2[C:10](=[CH:11][CH:12]=1)[C:9](=[O:13])[N:8]([C:15]1[CH:16]=[C:17]([CH:20]=[CH:21][CH:22]=1)[C:18]#[N:19])[CH:7]=[CH:6]2, predict the reactants needed to synthesize it. The reactants are: [CH3:1][O:2][C:3]1[CH:4]=[C:5]2[C:10](=[CH:11][CH:12]=1)[C:9]([OH:13])=[N:8][CH:7]=[CH:6]2.Br[C:15]1[CH:16]=[C:17]([CH:20]=[CH:21][CH:22]=1)[C:18]#[N:19].N1CCC[C@H]1C(O)=O.C(=O)([O-])[O-].[K+].[K+]. (2) Given the product [Cl:1][C:2]1[CH:7]=[CH:6][C:5]([C:8]2([O:14][CH3:15])[CH2:9][CH2:10][N:11]([CH2:27][CH2:28][CH:29]=[C:30]3[C:36]4[CH:37]=[CH:38][CH:39]=[N:40][C:35]=4[CH2:34][O:33][C:32]4[CH:41]=[CH:42][C:43]([C:45]([OH:48])([CH3:47])[CH3:46])=[CH:44][C:31]3=4)[CH2:12][CH2:13]2)=[CH:4][CH:3]=1, predict the reactants needed to synthesize it. The reactants are: [Cl:1][C:2]1[CH:7]=[CH:6][C:5]([C:8]2([O:14][CH3:15])[CH2:13][CH2:12][NH:11][CH2:10][CH2:9]2)=[CH:4][CH:3]=1.N1C(C)=CC=CC=1C.II.Br[CH2:27][CH2:28][CH:29]=[C:30]1[C:36]2[CH:37]=[CH:38][CH:39]=[N:40][C:35]=2[CH2:34][O:33][C:32]2[CH:41]=[CH:42][C:43]([C:45]([OH:48])([CH3:47])[CH3:46])=[CH:44][C:31]1=2.